This data is from Reaction yield outcomes from USPTO patents with 853,638 reactions. The task is: Predict the reaction yield, written as a fraction of the theoretical maximum amount of product (1.0 means a 100% yield; for example, 0.34 means a 34% yield). The reactants are C[O-].[Na+].[CH:4](OCC)=[O:5].[CH3:9][O:10][C:11]1[CH:12]=[C:13]2[C:17](=[CH:18][CH:19]=1)[C:16](=[O:20])[CH2:15][CH2:14]2.Cl. The catalyst is C1COCC1. The product is [OH:5][CH:4]=[C:15]1[CH2:14][C:13]2[C:17](=[CH:18][CH:19]=[C:11]([O:10][CH3:9])[CH:12]=2)[C:16]1=[O:20]. The yield is 0.690.